This data is from Forward reaction prediction with 1.9M reactions from USPTO patents (1976-2016). The task is: Predict the product of the given reaction. (1) The product is: [Br:1][C:2]1[N:3]([CH3:11])[C:4]([Cl:8])=[C:5]([Cl:7])[N:6]=1. Given the reactants [Br:1][C:2]1[NH:3][C:4]([Cl:8])=[C:5]([Cl:7])[N:6]=1.CI.[C:11](=O)([O-])[O-].[K+].[K+], predict the reaction product. (2) Given the reactants [Cl:1][C:2]1[CH:3]=[C:4]([CH:16]=[CH:17][C:18]=1[Cl:19])[CH2:5][O:6][CH2:7][C:8]1[O:12][N:11]=[C:10]([C:13]([OH:15])=O)[CH:9]=1.C(N(CC)CC)C.Cl.C(N=C=NCCCN(C)C)C.ON1C2C=CC=CC=2N=N1.[O:49]1[CH2:54][CH2:53][CH:52]([CH2:55][NH2:56])[CH2:51][CH2:50]1, predict the reaction product. The product is: [O:49]1[CH2:54][CH2:53][CH:52]([CH2:55][NH:56][C:13]([C:10]2[CH:9]=[C:8]([CH2:7][O:6][CH2:5][C:4]3[CH:16]=[CH:17][C:18]([Cl:19])=[C:2]([Cl:1])[CH:3]=3)[O:12][N:11]=2)=[O:15])[CH2:51][CH2:50]1. (3) Given the reactants [C:1]1([C:6]2[CH:7]=[CH:8][C:9]([N+:13]([O-:15])=[O:14])=[C:10]([CH:12]=2)[NH2:11])[CH2:5][CH2:4][CH2:3][CH:2]=1.C(N(CC)CC)C.ClC(Cl)(O[C:27](=[O:33])OC(Cl)(Cl)Cl)Cl.[CH3:35][NH:36][CH2:37][CH2:38][CH3:39], predict the reaction product. The product is: [C:1]1([C:6]2[CH:7]=[CH:8][C:9]([N+:13]([O-:15])=[O:14])=[C:10]([NH:11][C:27](=[O:33])[N:36]([CH3:35])[CH2:37][CH2:38][CH3:39])[CH:12]=2)[CH2:5][CH2:4][CH2:3][CH:2]=1. (4) Given the reactants [OH:1][C:2]1[CH:7]=[C:6]([OH:8])[CH:5]=[CH:4][C:3]=1[C:9]([C:11]1[CH:16]=[CH:15][CH:14]=[CH:13][CH:12]=1)=[O:10].[C:17]([O-])([O-])=O.[Cs+].[Cs+].IC, predict the reaction product. The product is: [OH:1][C:2]1[CH:7]=[C:6]([O:8][CH3:17])[CH:5]=[CH:4][C:3]=1[C:9]([C:11]1[CH:12]=[CH:13][CH:14]=[CH:15][CH:16]=1)=[O:10]. (5) Given the reactants [Cl:1][C:2]1[CH:7]=[CH:6][C:5]([S:8]([NH:11][CH2:12][C:13]2[CH:18]=[CH:17][C:16]([C:19]#[N:20])=[CH:15][CH:14]=2)(=[O:10])=[O:9])=[CH:4][CH:3]=1.Cl[CH2:22][C:23]1[O:24][CH:25]=[CH:26][N:27]=1, predict the reaction product. The product is: [Cl:1][C:2]1[CH:7]=[CH:6][C:5]([S:8]([N:11]([CH2:12][C:13]2[CH:18]=[CH:17][C:16]([C:19]#[N:20])=[CH:15][CH:14]=2)[CH2:22][C:23]2[O:24][CH:25]=[CH:26][N:27]=2)(=[O:9])=[O:10])=[CH:4][CH:3]=1.